Dataset: Peptide-MHC class II binding affinity with 134,281 pairs from IEDB. Task: Regression. Given a peptide amino acid sequence and an MHC pseudo amino acid sequence, predict their binding affinity value. This is MHC class II binding data. (1) The peptide sequence is YDKFAANVSTVLTGK. The MHC is DRB3_0202 with pseudo-sequence DRB3_0202. The binding affinity (normalized) is 0.937. (2) The peptide sequence is RGLKLATALSLSNKF. The MHC is DRB1_1101 with pseudo-sequence DRB1_1101. The binding affinity (normalized) is 0.345. (3) The peptide sequence is CGMFTNRSGSQQW. The MHC is DRB1_0802 with pseudo-sequence DRB1_0802. The binding affinity (normalized) is 0.408. (4) The peptide sequence is LVVGIYDEPMTPGQC. The MHC is HLA-DPA10103-DPB10301 with pseudo-sequence HLA-DPA10103-DPB10301. The binding affinity (normalized) is 0.